Task: Predict the reactants needed to synthesize the given product.. Dataset: Full USPTO retrosynthesis dataset with 1.9M reactions from patents (1976-2016) (1) Given the product [CH2:1]([O:8][C:9]([N:11]1[CH2:16][CH2:15][CH:14]([CH2:17][NH:18][C:19]([C:21]2[CH:26]=[CH:25][N:24]=[C:23]([CH:27]([OH:28])[CH3:29])[CH:22]=2)=[O:20])[CH2:13][CH2:12]1)=[O:10])[C:2]1[CH:7]=[CH:6][CH:5]=[CH:4][CH:3]=1, predict the reactants needed to synthesize it. The reactants are: [CH2:1]([O:8][C:9]([N:11]1[CH2:16][CH2:15][CH:14]([CH2:17][NH:18][C:19]([C:21]2[CH:26]=[CH:25][N:24]=[C:23]([CH:27]=[O:28])[CH:22]=2)=[O:20])[CH2:13][CH2:12]1)=[O:10])[C:2]1[CH:7]=[CH:6][CH:5]=[CH:4][CH:3]=1.[CH3:29][Mg]Cl. (2) Given the product [CH:18]([C:2]1[CH:3]=[C:4]2[C:8](=[CH:9][CH:10]=1)[C:7](=[O:11])[CH2:6][CH2:5]2)=[CH2:19], predict the reactants needed to synthesize it. The reactants are: Br[C:2]1[CH:3]=[C:4]2[C:8](=[CH:9][CH:10]=1)[C:7](=[O:11])[CH2:6][CH2:5]2.C([O-])([O-])=O.[K+].[K+].[C:18]1(C)C=CC=C[CH:19]=1. (3) Given the product [Cl:23][C:24]1[N:32]=[C:31]2[C:27]([N:28]=[CH:29][N:30]2[CH:33]2[CH2:37][CH:36]([N:38]3[CH:1]=[C:40]([CH2:43][CH3:44])[N:41]=[N:42]3)[CH:35]([OH:45])[CH:34]2[OH:46])=[C:26]([NH:47][CH2:48][CH:49]([C:56]2[CH:61]=[CH:60][CH:59]=[CH:58][CH:57]=2)[C:50]2[CH:55]=[CH:54][CH:53]=[CH:52][CH:51]=2)[N:25]=1, predict the reactants needed to synthesize it. The reactants are: [CH2:1](OC(=O)O[C@H]1C[C@@H](N2C=NC3C2=NC(Cl)=NC=3Cl)C=C1)C.[Cl:23][C:24]1[N:32]=[C:31]2[C:27]([N:28]=[CH:29][N:30]2[C@@H:33]2[CH2:37][C@H:36]([N:38]3[N:42]=[N:41][C:40]([CH2:43][CH3:44])=N3)[C@@H:35]([OH:45])[C@H:34]2[OH:46])=[C:26]([NH:47][CH2:48][CH:49]([C:56]2[CH:61]=[CH:60][CH:59]=[CH:58][CH:57]=2)[C:50]2[CH:55]=[CH:54][CH:53]=[CH:52][CH:51]=2)[N:25]=1.C(C1C=NNN=1)C. (4) Given the product [NH2:22][C:23]1[CH:24]=[C:25]([C:1]([C:4]2[C:9](=[O:10])[CH:8]=[CH:7][N:6]([C:11]3[CH:16]=[CH:15][C:14]([Cl:17])=[CH:13][CH:12]=3)[N:5]=2)([OH:3])[CH3:2])[CH:26]=[CH:27][CH:28]=1, predict the reactants needed to synthesize it. The reactants are: [C:1]([C:4]1[C:9](=[O:10])[CH:8]=[CH:7][N:6]([C:11]2[CH:16]=[CH:15][C:14]([Cl:17])=[CH:13][CH:12]=2)[N:5]=1)(=[O:3])[CH3:2].C[Si]([N:22]([Si](C)(C)C)[C:23]1[CH:24]=[C:25]([Mg]Cl)[CH:26]=[CH:27][CH:28]=1)(C)C.Cl. (5) Given the product [Cl:1][C:2]1[C:3]([CH3:54])=[C:4]([C:10]2[C:18]3[C:17]([O:19][C@H:20]([CH2:26][C:27]4[CH:32]=[CH:31][CH:30]=[CH:29][C:28]=4[O:33][CH2:34][C:35]4[CH:40]=[CH:39][N:38]=[C:37]([O:41][CH3:42])[N:36]=4)[C:21]([O:23][CH2:24][CH3:25])=[O:22])=[N:16][CH:15]=[N:14][C:13]=3[S:12][C:11]=2[C:43]2[CH:48]=[CH:47][C:46]([F:49])=[C:45]([OH:50])[CH:44]=2)[CH:5]=[CH:6][C:7]=1[O:8][CH3:9], predict the reactants needed to synthesize it. The reactants are: [Cl:1][C:2]1[C:3]([CH3:54])=[C:4]([C:10]2[C:18]3[C:17]([O:19][C@H:20]([CH2:26][C:27]4[CH:32]=[CH:31][CH:30]=[CH:29][C:28]=4[O:33][CH2:34][C:35]4[CH:40]=[CH:39][N:38]=[C:37]([O:41][CH3:42])[N:36]=4)[C:21]([O:23][CH2:24][CH3:25])=[O:22])=[N:16][CH:15]=[N:14][C:13]=3[S:12][C:11]=2[C:43]2[CH:48]=[CH:47][C:46]([F:49])=[C:45]([O:50]COC)[CH:44]=2)[CH:5]=[CH:6][C:7]=1[O:8][CH3:9].C([O-])(O)=O.[Na+]. (6) The reactants are: [OH:1][C:2]1[CH:3]=[CH:4][C:5]2[C:6]3[N:14]=[C:13]([C:15]4[CH:20]=[CH:19][CH:18]=[CH:17][CH:16]=4)[CH:12]=[C:11]([C:21]([NH2:23])=[O:22])[C:7]=3[NH:8][C:9]=2[CH:10]=1.O[C@H:25]1[CH2:29][CH2:28][N:27](C(OC(C)(C)C)=O)[CH2:26]1. Given the product [C:15]1([C:13]2[CH:12]=[C:11]([C:21]([NH2:23])=[O:22])[C:7]3[NH:8][C:9]4[CH:10]=[C:2]([O:1][C@@H:25]5[CH2:29][CH2:28][NH:27][CH2:26]5)[CH:3]=[CH:4][C:5]=4[C:6]=3[N:14]=2)[CH:20]=[CH:19][CH:18]=[CH:17][CH:16]=1, predict the reactants needed to synthesize it.